Dataset: Peptide-MHC class II binding affinity with 134,281 pairs from IEDB. Task: Regression. Given a peptide amino acid sequence and an MHC pseudo amino acid sequence, predict their binding affinity value. This is MHC class II binding data. (1) The peptide sequence is IKYTRPGDSLAEVEL. The binding affinity (normalized) is 0.172. The MHC is DRB1_1201 with pseudo-sequence DRB1_1201. (2) The peptide sequence is SVKRSNGSAEVHRGA. The MHC is HLA-DQA10102-DQB10602 with pseudo-sequence HLA-DQA10102-DQB10602. The binding affinity (normalized) is 0.747. (3) The peptide sequence is LTKRQDKLCGSLIGM. The MHC is DRB1_0701 with pseudo-sequence DRB1_0701. The binding affinity (normalized) is 0.347. (4) The peptide sequence is PIVNRNGEVIGLYGN. The MHC is HLA-DQA10501-DQB10302 with pseudo-sequence HLA-DQA10501-DQB10302. The binding affinity (normalized) is 0.